This data is from NCI-60 drug combinations with 297,098 pairs across 59 cell lines. The task is: Regression. Given two drug SMILES strings and cell line genomic features, predict the synergy score measuring deviation from expected non-interaction effect. Drug 1: CCC1(CC2CC(C3=C(CCN(C2)C1)C4=CC=CC=C4N3)(C5=C(C=C6C(=C5)C78CCN9C7C(C=CC9)(C(C(C8N6C=O)(C(=O)OC)O)OC(=O)C)CC)OC)C(=O)OC)O.OS(=O)(=O)O. Drug 2: CN(CCCl)CCCl.Cl. Cell line: IGROV1. Synergy scores: CSS=17.6, Synergy_ZIP=-5.05, Synergy_Bliss=-0.0127, Synergy_Loewe=1.93, Synergy_HSA=2.19.